This data is from Reaction yield outcomes from USPTO patents with 853,638 reactions. The task is: Predict the reaction yield, written as a fraction of the theoretical maximum amount of product (1.0 means a 100% yield; for example, 0.34 means a 34% yield). (1) The yield is 0.960. The product is [C:1]([O:5][C:6]([NH:8][C@@H:9]([CH2:14][CH2:15][O:16][C@@H:17]([C@@H:26]([CH2:30][C:31]1[CH:36]=[CH:35][C:34]([F:37])=[CH:33][CH:32]=1)[C@@H:27]([OH:29])[CH3:28])[CH2:18][CH2:19][C:20]1[CH:21]=[CH:22][CH:23]=[CH:24][CH:25]=1)[C:10]([OH:12])=[O:11])=[O:7])([CH3:2])([CH3:3])[CH3:4]. The reactants are [C:1]([O:5][C:6]([NH:8][C@@H:9]([CH2:14][CH2:15][O:16][C@@H:17]([C@@H:26]([CH2:30][C:31]1[CH:36]=[CH:35][C:34]([F:37])=[CH:33][CH:32]=1)[C@@H:27]([OH:29])[CH3:28])[CH2:18][CH2:19][C:20]1[CH:25]=[CH:24][CH:23]=[CH:22][CH:21]=1)[C:10]([O:12]C)=[O:11])=[O:7])([CH3:4])([CH3:3])[CH3:2].O[Li].O. The catalyst is C1COCC1.O.CCOC(C)=O. (2) The reactants are [F:1][C:2]1([F:17])[O:6][C:5]2[CH:7]=[CH:8][C:9]([C:11]3([C:14]([OH:16])=O)[CH2:13][CH2:12]3)=[CH:10][C:4]=2[O:3]1.S(Cl)(Cl)=O.N1CCCCC1.[NH2:28][C:29]1[CH:30]=[C:31]2[C:35](=[CH:36][C:37]=1[F:38])[N:34]([CH2:39][C@H:40]1[CH2:44][O:43][C:42]([CH3:46])([CH3:45])[O:41]1)[C:33]([C:47]([CH3:51])([CH3:50])[CH2:48][OH:49])=[CH:32]2.C(N(CC)CC)C. The catalyst is CN(C=O)C.ClCCl. The product is [F:17][C:2]1([F:1])[O:6][C:5]2[CH:7]=[CH:8][C:9]([C:11]3([C:14]([NH:28][C:29]4[CH:30]=[C:31]5[C:35](=[CH:36][C:37]=4[F:38])[N:34]([CH2:39][C@H:40]4[CH2:44][O:43][C:42]([CH3:45])([CH3:46])[O:41]4)[C:33]([C:47]([CH3:51])([CH3:50])[CH2:48][OH:49])=[CH:32]5)=[O:16])[CH2:12][CH2:13]3)=[CH:10][C:4]=2[O:3]1. The yield is 0.960. (3) The reactants are [CH3:1][N:2]1[C:10]2([CH2:15][CH2:14][N:13]([C:16]([O:18][C:19]([CH3:22])([CH3:21])[CH3:20])=[O:17])[CH2:12][CH2:11]2)[C:6]2=[CH:7][CH:8]=[CH:9][N:5]2[CH2:4][CH2:3]1.[C:23](I)([F:26])([F:25])[F:24].OO. The catalyst is CS(C)=O. The product is [CH3:1][N:2]1[C:10]2([CH2:11][CH2:12][N:13]([C:16]([O:18][C:19]([CH3:22])([CH3:21])[CH3:20])=[O:17])[CH2:14][CH2:15]2)[C:6]2=[CH:7][CH:8]=[C:9]([C:23]([F:26])([F:25])[F:24])[N:5]2[CH2:4][CH2:3]1. The yield is 0.640. (4) The reactants are FC(F)(F)S(O[C:7]1[CH:12]=[CH:11][C:10]([C:13]2[C:18]([CH3:19])=[N:17][C:16]([CH3:20])=[C:15]([C:21](=[O:23])[NH2:22])[N:14]=2)=[CH:9][C:8]=1[F:24])(=O)=O.[Cl:27][C:28]1[CH:29]=[C:30]([CH2:43][C:44]([O:46][CH3:47])=[O:45])[CH:31]=[CH:32][C:33]=1B1OC(C)(C)C(C)(C)O1.P([O-])([O-])([O-])=O.[K+].[K+].[K+].[Cl-].[Li+]. The catalyst is COCCOC.CO.O.C1C=CC([PH+]([C]2[CH][CH][CH][CH]2)C2C=CC=CC=2)=CC=1.C1C=CC([PH+]([C]2[CH][CH][CH][CH]2)C2C=CC=CC=2)=CC=1.C(Cl)Cl.Cl[Pd]Cl.[Fe]. The product is [C:21]([C:15]1[N:14]=[C:13]([C:10]2[CH:11]=[CH:12][C:7]([C:33]3[CH:32]=[CH:31][C:30]([CH2:43][C:44]([O:46][CH3:47])=[O:45])=[CH:29][C:28]=3[Cl:27])=[C:8]([F:24])[CH:9]=2)[C:18]([CH3:19])=[N:17][C:16]=1[CH3:20])(=[O:23])[NH2:22]. The yield is 0.490. (5) The reactants are [CH3:1][C:2]1[O:6][N:5]=[C:4]([C:7]2[CH:12]=[CH:11][CH:10]=[CH:9][CH:8]=2)[C:3]=1[CH2:13][O:14][C:15]1[CH:20]=[CH:19][C:18]([S:21][CH3:22])=[CH:17][N:16]=1.C1(S(N2C(C3C=CC=CC=3)O2)(=O)=[O:30])C=CC=CC=1. The catalyst is ClCCl. The product is [CH3:22][S:21]([C:18]1[CH:19]=[CH:20][C:15]([O:14][CH2:13][C:3]2[C:4]([C:7]3[CH:8]=[CH:9][CH:10]=[CH:11][CH:12]=3)=[N:5][O:6][C:2]=2[CH3:1])=[N:16][CH:17]=1)=[O:30]. The yield is 0.950.